Predict hERG channel inhibition at various concentrations. From a dataset of hERG Central: cardiac toxicity at 1µM, 10µM, and general inhibition. (1) The molecule is COC(=O)Cn1c(=NC(=O)c2nc3ccccc3s2)sc2cc(S(C)(=O)=O)ccc21. Results: hERG_inhib (hERG inhibition (general)): blocker. (2) The molecule is COCC1CCN(C(=O)C2CCN(c3nc(-c4ccccc4)nc4c3CCC4)CC2)C1. Results: hERG_inhib (hERG inhibition (general)): blocker. (3) The compound is COc1ccc(CN2CCN(c3ccccc3F)CC2)c(OC)c1. Results: hERG_inhib (hERG inhibition (general)): blocker. (4) The drug is CCCCc1cc(=O)oc2c(C)c(OCC(=O)N3C[C@@H]4C[C@H](C3)Cn3c4cccc3=O)ccc12. Results: hERG_inhib (hERG inhibition (general)): blocker. (5) The drug is COc1ccc(C(CNC(=O)c2cccc(NS(=O)(=O)c3ccc(C)c(F)c3)c2)N2CCCC2)cc1. Results: hERG_inhib (hERG inhibition (general)): blocker. (6) The molecule is COc1cc(CN2CCCC(C(=O)c3ccc4c5c(cccc35)CC4)C2)cc(OC)c1O. Results: hERG_inhib (hERG inhibition (general)): blocker.